From a dataset of Reaction yield outcomes from USPTO patents with 853,638 reactions. Predict the reaction yield, written as a fraction of the theoretical maximum amount of product (1.0 means a 100% yield; for example, 0.34 means a 34% yield). (1) The reactants are [Cl:1][C:2]1[CH:12]=[C:11]([NH:13][CH3:14])[C:5]([C:6](OCC)=[O:7])=[CH:4][N:3]=1.[H-].[H-].[H-].[H-].[Li+].[Al+3].N#N. The catalyst is C1COCC1. The product is [Cl:1][C:2]1[N:3]=[CH:4][C:5]([CH2:6][OH:7])=[C:11]([NH:13][CH3:14])[CH:12]=1. The yield is 0.906. (2) The reactants are C([N:9]1[C:14](=[O:15])[C:13]([C:16]2[CH:17]=[N:18][CH:19]=[CH:20][CH:21]=2)=[CH:12][N:11]([CH2:22][CH2:23][CH2:24][Cl:25])[C:10]1=[O:26])(=O)C1C=CC=CC=1. The catalyst is N.CO. The product is [Cl:25][CH2:24][CH2:23][CH2:22][N:11]1[CH:12]=[C:13]([C:16]2[CH:17]=[N:18][CH:19]=[CH:20][CH:21]=2)[C:14](=[O:15])[NH:9][C:10]1=[O:26]. The yield is 0.660. (3) The reactants are [CH2:1]([O:8][C:9]([NH:11][C@H:12]1[CH2:16][CH2:15][N:14]([CH:17]2[CH2:26][CH2:25][C:20]3(OCC[O:21]3)[CH2:19][CH2:18]2)[C:13]1=[O:27])=[O:10])[C:2]1[CH:7]=[CH:6][CH:5]=[CH:4][CH:3]=1.C1(C)C=CC(S(O)(=O)=O)=CC=1.Cl.C(=O)(O)[O-].[Na+]. The catalyst is CC(C)=O. The product is [O:27]=[C:13]1[C@@H:12]([NH:11][C:9](=[O:10])[O:8][CH2:1][C:2]2[CH:7]=[CH:6][CH:5]=[CH:4][CH:3]=2)[CH2:16][CH2:15][N:14]1[CH:17]1[CH2:26][CH2:25][C:20](=[O:21])[CH2:19][CH2:18]1. The yield is 0.950. (4) The reactants are [S:1]1[C:5]([C:6]2[CH:7]=[C:8]([C:15]3[CH:16]=[C:17]([CH:20]=[CH:21][CH:22]=3)[CH:18]=[O:19])[CH:9]=[C:10]3[C:14]=2[NH:13][N:12]=[CH:11]3)=[CH:4][C:3]2[CH:23]=[CH:24][CH:25]=[CH:26][C:2]1=2.[BH4-].[Na+]. The catalyst is CO. The product is [S:1]1[C:5]([C:6]2[CH:7]=[C:8]([C:15]3[CH:16]=[C:17]([CH2:18][OH:19])[CH:20]=[CH:21][CH:22]=3)[CH:9]=[C:10]3[C:14]=2[NH:13][N:12]=[CH:11]3)=[CH:4][C:3]2[CH:23]=[CH:24][CH:25]=[CH:26][C:2]1=2. The yield is 0.120.